Predict the reactants needed to synthesize the given product. From a dataset of Full USPTO retrosynthesis dataset with 1.9M reactions from patents (1976-2016). (1) Given the product [CH2:6]([O:5][C:3]([C:2]1[N:10]2[CH:11]=[CH:12][C:13]([CH3:15])=[CH:14][C:9]2=[N:8][C:16]=1[CH3:17])=[O:4])[CH3:7], predict the reactants needed to synthesize it. The reactants are: Cl[CH2:2][C:3]([O:5][CH2:6][CH3:7])=[O:4].[NH2:8][C:9]1[CH:14]=[C:13]([CH3:15])[CH:12]=[CH:11][N:10]=1.[CH2:16](O)[CH3:17]. (2) The reactants are: [CH3:1][O:2][CH2:3][CH:4]1[CH2:8][CH2:7][CH2:6][N:5]1[C:9]1[N:14]=[C:13]([NH:15][C:16]2[C:17]3[N:18]([CH:32]=[CH:33][N:34]=3)[N:19]=[C:20]([C:22]3[CH:23]=[C:24]([CH:29]=[CH:30][CH:31]=3)[C:25]([O:27]C)=[O:26])[CH:21]=2)[CH:12]=[CH:11][CH:10]=1.[OH-].[Na+]. Given the product [CH3:1][O:2][CH2:3][CH:4]1[CH2:8][CH2:7][CH2:6][N:5]1[C:9]1[N:14]=[C:13]([NH:15][C:16]2[C:17]3[N:18]([CH:32]=[CH:33][N:34]=3)[N:19]=[C:20]([C:22]3[CH:23]=[C:24]([CH:29]=[CH:30][CH:31]=3)[C:25]([OH:27])=[O:26])[CH:21]=2)[CH:12]=[CH:11][CH:10]=1, predict the reactants needed to synthesize it. (3) Given the product [CH3:1][O:2][C:3](=[O:26])/[CH:4]=[CH:5]/[C:6]1[CH:7]=[CH:8][C:9]([C@@H:12]2[CH2:16][CH2:15][CH2:14][N:13]2[CH2:17][CH2:18][C:19]2[C:20]([CH3:25])=[N:21][N:22]([CH2:30][CH:31]3[CH2:36][CH2:35][O:34][CH2:33][CH2:32]3)[C:23]=2[CH3:24])=[CH:10][CH:11]=1, predict the reactants needed to synthesize it. The reactants are: [CH3:1][O:2][C:3](=[O:26])/[CH:4]=[CH:5]/[C:6]1[CH:11]=[CH:10][C:9]([C@@H:12]2[CH2:16][CH2:15][CH2:14][N:13]2[CH2:17][CH2:18][C:19]2[C:20]([CH3:25])=[N:21][NH:22][C:23]=2[CH3:24])=[CH:8][CH:7]=1.[H-].[K+].Br[CH2:30][CH:31]1[CH2:36][CH2:35][O:34][CH2:33][CH2:32]1.